Task: Predict the product of the given reaction.. Dataset: Forward reaction prediction with 1.9M reactions from USPTO patents (1976-2016) (1) Given the reactants [Br:1][C:2]1[CH:15]=[CH:14][C:13]2[NH:12][C:11]3[C:6](=[CH:7][CH:8]=[CH:9][CH:10]=3)[C:5](=O)[C:4]=2[CH:3]=1.CN(C=O)C.S(Cl)([Cl:24])=O, predict the reaction product. The product is: [Br:1][C:2]1[CH:15]=[CH:14][C:13]2[C:4](=[C:5]([Cl:24])[C:6]3[C:11]([N:12]=2)=[CH:10][CH:9]=[CH:8][CH:7]=3)[CH:3]=1. (2) The product is: [CH3:11][C@H:12]1[N:17]([S:2]([CH3:1])(=[O:4])=[O:3])[CH2:16][CH2:15][N:14]([C:18]([O:20][C:21]([CH3:22])([CH3:24])[CH3:23])=[O:19])[CH2:13]1. Given the reactants [CH3:1][S:2](Cl)(=[O:4])=[O:3].O1CCCC1.[CH3:11][C@H:12]1[NH:17][CH2:16][CH2:15][N:14]([C:18]([O:20][C:21]([CH3:24])([CH3:23])[CH3:22])=[O:19])[CH2:13]1.C(N(CC)CC)C, predict the reaction product. (3) Given the reactants Br[C:2]1[C:12]2[O:11][CH2:10][CH2:9][N:8]([C:13]([O:15][C:16]([CH3:19])([CH3:18])[CH3:17])=[O:14])[CH2:7][C:6]=2[CH:5]=[CH:4][CH:3]=1.[CH2:20](O)[CH3:21].C(=O)([O-])[O-].[Na+].[Na+].O, predict the reaction product. The product is: [CH:21]12[CH2:20][CH:3]([CH2:4][CH2:5]1)[CH:2]=[C:12]2[C:2]1[C:12]2[O:11][CH2:10][CH2:9][N:8]([C:13]([O:15][C:16]([CH3:19])([CH3:18])[CH3:17])=[O:14])[CH2:7][C:6]=2[CH:5]=[CH:4][CH:3]=1.